This data is from Reaction yield outcomes from USPTO patents with 853,638 reactions. The task is: Predict the reaction yield, written as a fraction of the theoretical maximum amount of product (1.0 means a 100% yield; for example, 0.34 means a 34% yield). (1) The reactants are [CH:1]1[C:10]2[C:5](=[CH:6][CH:7]=[CH:8][CH:9]=2)[CH:4]=[CH:3][C:2]=1[C:11]1[CH2:17][CH:16]2[N:18]([CH2:19][CH2:20]O)[CH:13]([CH2:14][CH2:15]2)[CH:12]=1.CS([Cl:26])(=O)=O.CCN(CC)CC.C(Cl)Cl. The catalyst is O. The product is [Cl:26][CH2:20][CH2:19][N:18]1[CH:16]2[CH2:15][CH2:14][CH:13]1[CH:12]=[C:11]([C:2]1[CH:3]=[CH:4][C:5]3[C:10](=[CH:9][CH:8]=[CH:7][CH:6]=3)[CH:1]=1)[CH2:17]2. The yield is 0.500. (2) The reactants are [NH2:1][C:2]1[C:3]([N:8]2[CH2:13][CH2:12][NH:11][CH2:10][CH:9]2[C:14]([O:16][C:17]([CH3:20])([CH3:19])[CH3:18])=[O:15])=[N:4][CH:5]=[CH:6][CH:7]=1.[CH3:21][C:22]([CH3:24])=O.CC(O)=O.[BH-](OC(C)=O)(OC(C)=O)OC(C)=O.[Na+].C([O-])(O)=O.[Na+]. The catalyst is ClC(Cl)C. The product is [C:14]([CH:9]1[CH2:10][NH:11][CH2:12][CH2:13][N:8]1[C:3]1[C:2]([NH:1][CH:22]([CH3:24])[CH3:21])=[CH:7][CH:6]=[CH:5][N:4]=1)([O:16][C:17]([CH3:20])([CH3:19])[CH3:18])=[O:15]. The yield is 1.00. (3) The reactants are [H-].[Na+].[Cl:3][C:4]1[C:12]2[N:11]=[C:10]3[N:13]([C:17]4[CH:22]=[CH:21][C:20]([Cl:23])=[CH:19][C:18]=4[Cl:24])[CH2:14][CH2:15][CH2:16][N:9]3[C:8]=2[C:7]([CH:25]([CH2:28][CH3:29])[CH2:26][OH:27])=[CH:6][CH:5]=1.[CH3:30]I. The catalyst is CN(C)C=O.[Cl-].[NH4+]. The product is [Cl:3][C:4]1[C:12]2[N:11]=[C:10]3[N:13]([C:17]4[CH:22]=[CH:21][C:20]([Cl:23])=[CH:19][C:18]=4[Cl:24])[CH2:14][CH2:15][CH2:16][N:9]3[C:8]=2[C:7]([CH:25]([CH2:26][O:27][CH3:30])[CH2:28][CH3:29])=[CH:6][CH:5]=1. The yield is 0.500. (4) The reactants are [CH3:1][C:2]1([CH3:12])[C:10]2[C:5](=[CH:6][CH:7]=[CH:8][CH:9]=2)[NH:4][C:3]1=[O:11].[F:13][C:14]1[CH:19]=[C:18]([F:20])[CH:17]=[CH:16][C:15]=1[CH:21]1[O:23][CH:22]1[CH2:24][OH:25]. No catalyst specified. The product is [F:13][C:14]1[CH:19]=[C:18]([F:20])[CH:17]=[CH:16][C:15]=1[CH:21]([N:4]1[C:5]2[C:10](=[CH:9][CH:8]=[CH:7][CH:6]=2)[C:2]([CH3:12])([CH3:1])[C:3]1=[O:11])[CH:22]([OH:23])[CH2:24][OH:25]. The yield is 0.760. (5) The reactants are [Cl:1][C:2]1[CH:3]=[CH:4][C:5]([CH2:8][O:9][C:10]2[CH:15]=[CH:14][N:13]([C:16]3[CH:17]=[CH:18][C:19]4[C:20]5[CH2:29][N:28](C(OC(C)(C)C)=O)[CH2:27][CH2:26][C:21]=5[N:22]([CH3:25])[C:23]=4[CH:24]=3)[C:12](=[O:37])[CH:11]=2)=[N:6][CH:7]=1.C1(N)C(F)=C(F)C(F)=C(N)C=1F.[ClH:50].Cl. No catalyst specified. The product is [ClH:1].[ClH:50].[Cl:1][C:2]1[CH:3]=[CH:4][C:5]([CH2:8][O:9][C:10]2[CH:15]=[CH:14][N:13]([C:16]3[CH:17]=[CH:18][C:19]4[C:20]5[CH2:29][NH:28][CH2:27][CH2:26][C:21]=5[N:22]([CH3:25])[C:23]=4[CH:24]=3)[C:12](=[O:37])[CH:11]=2)=[N:6][CH:7]=1. The yield is 0.970. (6) The reactants are [C:1]([NH:5][S:6]([C:9]1[S:10][CH:11]=[CH:12][N:13]=1)(=[O:8])=[O:7])([CH3:4])([CH3:3])[CH3:2].C([Li])CCC.C1(S([Cl:28])(=O)=O)C=CC=CC=1. The catalyst is C(OCC)C.CCOC(C)=O. The product is [C:1]([NH:5][S:6]([C:9]1[S:10][C:11]([Cl:28])=[CH:12][N:13]=1)(=[O:7])=[O:8])([CH3:4])([CH3:2])[CH3:3]. The yield is 0.330. (7) The reactants are [CH3:1][C:2]1[N:7]=[CH:6][C:5]([O:8][C:9]2[CH:10]=[C:11]([CH:14]=[C:15]([N+:17]([O-])=O)[CH:16]=2)[C:12]#[N:13])=[CH:4][CH:3]=1.O.C([O-])([O-])=O.[Na+].[Na+]. The catalyst is C(O)(=O)C.[Fe]. The product is [NH2:17][C:15]1[CH:14]=[C:11]([CH:10]=[C:9]([O:8][C:5]2[CH:6]=[N:7][C:2]([CH3:1])=[CH:3][CH:4]=2)[CH:16]=1)[C:12]#[N:13]. The yield is 0.760. (8) The reactants are [F:1][C:2]1[CH:7]=[CH:6][C:5]([C:8]2[N:9]=[CH:10][NH:11][CH:12]=2)=[CH:4][CH:3]=1.[CH2:13]=[O:14].O. The catalyst is C(O)C. The product is [F:1][C:2]1[CH:3]=[CH:4][C:5]([C:8]2[N:9]=[CH:10][N:11]([CH2:13][OH:14])[CH:12]=2)=[CH:6][CH:7]=1. The yield is 0.960. (9) The reactants are [O:1]1[CH:5]=[C:4]([C:6]([OH:8])=O)[N:3]=[CH:2]1.O1CCCC1.C(Cl)(=O)C(Cl)=O.[NH2:20][C:21]1[CH:22]=[C:23]([CH:40]=[CH:41][CH:42]=1)[O:24][C:25]1[CH:26]=[CH:27][C:28]2[N:29]([N:31]=[C:32]([NH:34][C:35]([CH:37]3[CH2:39][CH2:38]3)=[O:36])[N:33]=2)[CH:30]=1. The catalyst is CN(C)C=O.CN(C)C(=O)C. The product is [CH:37]1([C:35]([NH:34][C:32]2[N:33]=[C:28]3[CH:27]=[CH:26][C:25]([O:24][C:23]4[CH:22]=[C:21]([NH:20][C:6]([C:4]5[N:3]=[CH:2][O:1][CH:5]=5)=[O:8])[CH:42]=[CH:41][CH:40]=4)=[CH:30][N:29]3[N:31]=2)=[O:36])[CH2:38][CH2:39]1. The yield is 0.460.